Dataset: Reaction yield outcomes from USPTO patents with 853,638 reactions. Task: Predict the reaction yield, written as a fraction of the theoretical maximum amount of product (1.0 means a 100% yield; for example, 0.34 means a 34% yield). (1) The reactants are C([OH:3])C.[OH-].[Na+].[ClH:6].Cl.[NH2:8][CH2:9][CH2:10][S:11]([C:14]1[CH:23]=[C:22]([C:24]2[CH:29]=[CH:28][C:27]([OH:30])=[CH:26][CH:25]=2)[CH:21]=[C:20]2[C:15]=1[CH:16]=[CH:17][N:18]=[CH:19]2)(=[O:13])=[O:12].C. The catalyst is O. The product is [OH2:3].[ClH:6].[NH2:8][CH2:9][CH2:10][S:11]([C:14]1[CH:23]=[C:22]([C:24]2[CH:29]=[CH:28][C:27]([OH:30])=[CH:26][CH:25]=2)[CH:21]=[C:20]2[C:15]=1[CH:16]=[CH:17][N:18]=[CH:19]2)(=[O:12])=[O:13].[NH2:8][CH2:9][CH2:10][S:11]([C:14]1[CH:23]=[C:22]([C:24]2[CH:29]=[CH:28][C:27]([OH:30])=[CH:26][CH:25]=2)[CH:21]=[C:20]2[C:15]=1[CH:16]=[CH:17][N:18]=[CH:19]2)(=[O:12])=[O:13].[ClH:6]. The yield is 0.689. (2) The reactants are [C:1]([C:5]1[C:6]2[CH:12]([C:13]3[CH:18]=[CH:17][CH:16]=[CH:15][C:14]=3[O:19][CH3:20])[N:11]([C:21]3[CH:26]=[CH:25][C:24]([C:27]#[CH:28])=[CH:23][CH:22]=3)[C:10](=[O:29])[C:7]=2[NH:8][N:9]=1)([CH3:4])([CH3:3])[CH3:2].Cl[C:31](=[N:37][OH:38])[C:32]([O:34][CH2:35][CH3:36])=[O:33].C(N(CC)CC)C. The catalyst is C1COCC1. The product is [C:1]([C:5]1[C:6]2[CH:12]([C:13]3[CH:18]=[CH:17][CH:16]=[CH:15][C:14]=3[O:19][CH3:20])[N:11]([C:21]3[CH:26]=[CH:25][C:24]([C:27]4[O:38][N:37]=[C:31]([C:32]([O:34][CH2:35][CH3:36])=[O:33])[CH:28]=4)=[CH:23][CH:22]=3)[C:10](=[O:29])[C:7]=2[NH:8][N:9]=1)([CH3:4])([CH3:3])[CH3:2]. The yield is 0.640. (3) The reactants are C(=O)([O-])[O-].[Cs+].[Cs+].[NH2:7][C:8]1[CH:9]=[C:10]([OH:14])[CH:11]=[CH:12][CH:13]=1.Cl[C:16]1[C:25]2[C:20](=[CH:21][C:22]([O:28][CH3:29])=[C:23]([O:26][CH3:27])[CH:24]=2)[N:19]=[CH:18][N:17]=1. The catalyst is C1COCC1.CCOC(C)=O. The product is [CH3:27][O:26][C:23]1[CH:24]=[C:25]2[C:20](=[CH:21][C:22]=1[O:28][CH3:29])[N:19]=[CH:18][N:17]=[C:16]2[O:14][C:10]1[CH:9]=[C:8]([CH:13]=[CH:12][CH:11]=1)[NH2:7]. The yield is 0.910. (4) The product is [Cl:27][CH2:30][Cl:29].[CH:31]([O:32][CH:33]([CH3:38])[CH3:34])([CH3:45])[CH3:30]. The reactants are COC1C=C(C(=O)CC(C2C=CC(OC)=C(OC)C=2O)=O)C=CC=1OC.[Cl-:27].O.[Cl:29][C:30]1C(=O)[C:38]2[C:33](=[C:34](OC)C(OC)=CC=2)[O:32][C:31]=1[C:45]1C=CC(OC)=C(OC)C=1. The catalyst is O1CCOCC1. The yield is 0.765. (5) The reactants are [Br:1]Br.[CH2:3]([O:5][C:6]([C:8]1[C:16]2[C:11](=[CH:12][CH:13]=[C:14]([OH:17])[CH:15]=2)[N:10]([CH:18]2[CH2:20][CH2:19]2)[C:9]=1[CH3:21])=[O:7])[CH3:4]. The catalyst is C(O)(=O)C.O. The product is [CH2:3]([O:5][C:6]([C:8]1[C:16]2[C:11](=[CH:12][C:13]([Br:1])=[C:14]([OH:17])[CH:15]=2)[N:10]([CH:18]2[CH2:19][CH2:20]2)[C:9]=1[CH3:21])=[O:7])[CH3:4]. The yield is 0.420. (6) The reactants are [Si:1]([O:8][C:9]([CH3:14])([CH3:13])[C@@H:10]([NH2:12])[CH3:11])([C:4]([CH3:7])([CH3:6])[CH3:5])([CH3:3])[CH3:2].Cl[CH2:16][CH2:17][C:18]([C:23]1[CH:28]=[CH:27][CH:26]=[CH:25][CH:24]=1)([OH:22])[CH2:19][CH:20]=[CH2:21].C([O-])([O-])=O.[K+].[K+]. The product is [Si:1]([O:8][C:9]([CH3:13])([CH3:14])[C@@H:10]([NH:12][CH2:16][CH2:17][C:18]([C:23]1[CH:24]=[CH:25][CH:26]=[CH:27][CH:28]=1)([OH:22])[CH2:19][CH:20]=[CH2:21])[CH3:11])([C:4]([CH3:7])([CH3:6])[CH3:5])([CH3:3])[CH3:2]. The catalyst is CC#N. The yield is 0.0300. (7) The reactants are Br[C:2]1[CH:11]=[C:10]2[C:5]([CH:6]=[C:7]([NH:36][C:37](=[O:46])[O:38][CH2:39][C:40]3[CH:45]=[CH:44][CH:43]=[CH:42][CH:41]=3)[C:8]([C:12]([NH:14][C:15]3[CH:16]=[N:17][CH:18]=[CH:19][C:20]=3[N:21]3[CH2:26][C@H:25]([CH3:27])[CH2:24][C@H:23]([NH:28][C:29]([O:31][C:32]([CH3:35])([CH3:34])[CH3:33])=[O:30])[CH2:22]3)=[O:13])=[N:9]2)=[CH:4][CH:3]=1.[O-]P([O-])([O-])=O.[K+].[K+].[K+].O1CCOCC1.CC1(C)C(C)(C)OB([C:69]2[CH2:70][CH2:71][O:72][CH2:73][CH:74]=2)O1. The catalyst is C1(P(C2CCCCC2)C2C=CC=CC=2C2C(C(C)C)=CC(C(C)C)=CC=2C(C)C)CCCCC1.NC1C=CC=CC=1C1C=CC=CC=1[Pd]Cl.O. The product is [C:32]([O:31][C:29]([NH:28][C@H:23]1[CH2:24][C@@H:25]([CH3:27])[CH2:26][N:21]([C:20]2[CH:19]=[CH:18][N:17]=[CH:16][C:15]=2[NH:14][C:12]([C:8]2[C:7]([NH:36][C:37](=[O:46])[O:38][CH2:39][C:40]3[CH:45]=[CH:44][CH:43]=[CH:42][CH:41]=3)=[CH:6][C:5]3[C:10](=[CH:11][C:2]([C:69]4[CH2:74][CH2:73][O:72][CH2:71][CH:70]=4)=[CH:3][CH:4]=3)[N:9]=2)=[O:13])[CH2:22]1)=[O:30])([CH3:35])([CH3:34])[CH3:33]. The yield is 0.570. (8) The reactants are [H-].[Al+3].[Li+].[H-].[H-].[H-].[C:7]1([C@@:13]2([CH2:25][C:26]#[N:27])[CH2:15][C@H:14]2[CH2:16][O:17][CH2:18][C:19]2[CH:24]=[CH:23][CH:22]=[CH:21][CH:20]=2)[CH:12]=[CH:11][CH:10]=[CH:9][CH:8]=1. The catalyst is C(OCC)C. The product is [C:7]1([C@@:13]2([CH2:25][CH2:26][NH2:27])[CH2:15][C@H:14]2[CH2:16][O:17][CH2:18][C:19]2[CH:24]=[CH:23][CH:22]=[CH:21][CH:20]=2)[CH:8]=[CH:9][CH:10]=[CH:11][CH:12]=1. The yield is 1.00. (9) The reactants are [Cl:1][C:2]1[C:3]([N+:9]([O-:11])=[O:10])=[C:4]([CH:6]=[CH:7][CH:8]=1)[NH2:5].[Br:12]N1C(=O)CCC1=O.O. The catalyst is C(O)(=O)C. The product is [Br:12][C:8]1[CH:7]=[CH:6][C:4]([NH2:5])=[C:3]([N+:9]([O-:11])=[O:10])[C:2]=1[Cl:1]. The yield is 0.670.